Dataset: Reaction yield outcomes from USPTO patents with 853,638 reactions. Task: Predict the reaction yield, written as a fraction of the theoretical maximum amount of product (1.0 means a 100% yield; for example, 0.34 means a 34% yield). (1) The reactants are C(Cl)(=O)C(Cl)=O.CS(C)=O.[CH2:11]([N:18]1[CH2:23][CH2:22][CH:21]([CH:24]([OH:33])[CH2:25][C:26]2[CH:31]=[CH:30][CH:29]=[CH:28][C:27]=2[F:32])[CH2:20][CH2:19]1)[C:12]1[CH:17]=[CH:16][CH:15]=[CH:14][CH:13]=1.C(N(CC)CC)C. The catalyst is ClCCl.O. The product is [CH2:11]([N:18]1[CH2:23][CH2:22][CH:21]([C:24](=[O:33])[CH2:25][C:26]2[CH:31]=[CH:30][CH:29]=[CH:28][C:27]=2[F:32])[CH2:20][CH2:19]1)[C:12]1[CH:13]=[CH:14][CH:15]=[CH:16][CH:17]=1. The yield is 0.730. (2) The reactants are [CH2:1]1[O:3][CH2:2]1.[CH3:4][C:5]([CH3:9])([CH3:8])[CH2:6][NH2:7]. The catalyst is CO. The product is [CH3:4][C:5]([CH3:9])([CH3:8])[CH2:6][NH:7][CH2:2][CH2:1][OH:3]. The yield is 0.970.